Dataset: Catalyst prediction with 721,799 reactions and 888 catalyst types from USPTO. Task: Predict which catalyst facilitates the given reaction. (1) Reactant: [CH2:1]([C@H:3]1[C@H:12]([CH3:13])[C@@H:11]([NH:14][C:15]2[N:20]=[CH:19][CH:18]=[CH:17][N:16]=2)[C:10]2[C:5](=[CH:6][CH:7]=[C:8]([C:21]3[CH2:22][CH2:23][NH:24][CH2:25][CH:26]=3)[CH:9]=2)[N:4]1[C:27](=[O:29])[CH3:28])[CH3:2].CCN(C(C)C)C(C)C.[C:39](Cl)(=[O:41])[CH3:40].Cl. Product: [C:39]([N:24]1[CH2:23][CH:22]=[C:21]([C:8]2[CH:9]=[C:10]3[C:5](=[CH:6][CH:7]=2)[N:4]([C:27](=[O:29])[CH3:28])[C@@H:3]([CH2:1][CH3:2])[C@H:12]([CH3:13])[C@H:11]3[NH:14][C:15]2[N:20]=[CH:19][CH:18]=[CH:17][N:16]=2)[CH2:26][CH2:25]1)(=[O:41])[CH3:40]. The catalyst class is: 46. (2) Reactant: [CH:1](O)=[O:2].[F:4][C:5]1[CH:6]=[C:7]([NH:17][C:18]2[N:23]=[CH:22][N:21]=[C:20]([C:24]3[CH:25]=[CH:26][C:27]([O:32][C@H:33]4[CH2:38][CH2:37][O:36][CH2:35][C@H:34]4[F:39])=[C:28]([CH:31]=3)[C:29]#[N:30])[N:19]=2)[CH:8]=[CH:9][C:10]=1[N:11]1[CH2:16][CH2:15][NH:14][CH2:13][CH2:12]1.C(N(CC)C(C)C)(C)C.CN(C(ON1N=NC2C=CC=NC1=2)=[N+](C)C)C.F[P-](F)(F)(F)(F)F. Product: [F:4][C:5]1[CH:6]=[C:7]([NH:17][C:18]2[N:23]=[CH:22][N:21]=[C:20]([C:24]3[CH:25]=[CH:26][C:27]([O:32][C@H:33]4[CH2:38][CH2:37][O:36][CH2:35][C@H:34]4[F:39])=[C:28]([CH:31]=3)[C:29]#[N:30])[N:19]=2)[CH:8]=[CH:9][C:10]=1[N:11]1[CH2:12][CH2:13][N:14]([CH:1]=[O:2])[CH2:15][CH2:16]1. The catalyst class is: 9. (3) Reactant: [Cl:1][C:2]1[CH:7]=[CH:6][C:5]([C:8]2[NH:12][N:11]=[C:10]([C:13]3[CH:18]=[CH:17][C:16]([CH:19]4[O:24][CH2:23][CH2:22][N:21](C(OC(C)(C)C)=O)[CH2:20]4)=[CH:15][CH:14]=3)[CH:9]=2)=[CH:4][CH:3]=1.Cl. Product: [ClH:1].[Cl:1][C:2]1[CH:7]=[CH:6][C:5]([C:8]2[NH:12][N:11]=[C:10]([C:13]3[CH:14]=[CH:15][C:16]([CH:19]4[O:24][CH2:23][CH2:22][NH:21][CH2:20]4)=[CH:17][CH:18]=3)[CH:9]=2)=[CH:4][CH:3]=1. The catalyst class is: 12. (4) Reactant: [Cl:1][C:2]1[CH:3]=[C:4]([C:9]2[NH:13][C:12]([C:14]([N:16]3[CH2:21][CH2:20][CH2:19][CH2:18][CH2:17]3)=[O:15])=[N:11][C:10]=2[C:22]2[CH:27]=[CH:26][N:25]=[CH:24][CH:23]=2)[CH:5]=[CH:6][C:7]=1[Cl:8].N1CCCCC1.C(N(CC)CC)C. Product: [NH3:11].[Cl:1][C:2]1[CH:3]=[C:4]([C:9]2[NH:13][C:12]([C:14]([N:16]3[CH2:21][CH2:20][CH2:19][CH2:18][CH2:17]3)=[O:15])=[N:11][C:10]=2[C:22]2[CH:23]=[CH:24][N:25]=[CH:26][CH:27]=2)[CH:5]=[CH:6][C:7]=1[Cl:8]. The catalyst class is: 4. (5) Reactant: C([NH:8][C:9]1[C:30]2[CH2:29][CH2:28][CH2:27][CH2:26][C:25]=2[C:12]2[O:13][CH2:14][CH:15]([C:16]3[CH:21]=[CH:20][C:19]([CH:22]([CH3:24])[CH3:23])=[CH:18][CH:17]=3)[C:11]=2[C:10]=1[CH3:31])C1C=CC=CC=1. Product: [CH:22]([C:19]1[CH:18]=[CH:17][C:16]([CH:15]2[CH2:14][O:13][C:12]3[C:25]4[CH2:26][CH2:27][CH2:28][CH2:29][C:30]=4[C:9]([NH2:8])=[C:10]([CH3:31])[C:11]2=3)=[CH:21][CH:20]=1)([CH3:24])[CH3:23]. The catalyst class is: 195. (6) Reactant: CN(C=O)C.[CH3:6][O:7][C:8]1[CH:13]=[CH:12][C:11]([C:14]([C:61]2[CH:66]=[CH:65][C:64]([O:67][CH3:68])=[CH:63][CH:62]=2)([C:55]2[CH:60]=[CH:59][CH:58]=[CH:57][CH:56]=2)[NH:15][S:16]([C:19]2[S:20][C:21]3[CH:27]=[C:26]([O:28][CH2:29][C:30]4[N:31]=[N:32][N:33]([CH2:35][C:36]([NH:38][C@H:39]([CH2:45][S:46][CH2:47][C:48]5[CH:53]=[CH:52][CH:51]=[C:50]([OH:54])[CH:49]=5)[C:40]([O:42][CH2:43][CH3:44])=[O:41])=[O:37])[CH:34]=4)[CH:25]=[CH:24][C:22]=3[N:23]=2)(=[O:18])=[O:17])=[CH:10][CH:9]=1.C([O-])([O-])=O.[K+].[K+].Br[CH2:76][C:77]#[CH:78]. Product: [CH3:6][O:7][C:8]1[CH:13]=[CH:12][C:11]([C:14]([C:61]2[CH:66]=[CH:65][C:64]([O:67][CH3:68])=[CH:63][CH:62]=2)([C:55]2[CH:60]=[CH:59][CH:58]=[CH:57][CH:56]=2)[NH:15][S:16]([C:19]2[S:20][C:21]3[CH:27]=[C:26]([O:28][CH2:29][C:30]4[N:31]=[N:32][N:33]([CH2:35][C:36]([NH:38][C@H:39]([CH2:45][S:46][CH2:47][C:48]5[CH:53]=[CH:52][CH:51]=[C:50]([O:54][CH2:78][C:77]#[CH:76])[CH:49]=5)[C:40]([O:42][CH2:43][CH3:44])=[O:41])=[O:37])[CH:34]=4)[CH:25]=[CH:24][C:22]=3[N:23]=2)(=[O:18])=[O:17])=[CH:10][CH:9]=1. The catalyst class is: 6. (7) Reactant: N(C(OCC)=O)=NC(OCC)=O.[OH:13][C:14]1[CH:15]=[CH:16][C:17]2[CH2:24][CH:23]3[C:25](=[O:26])[CH:20]([CH2:21][CH2:22]3)[CH2:19][C:18]=2[CH:27]=1.C1(P(C2C=CC=CC=2)C2C=CC=CC=2)C=CC=CC=1.O[CH2:48][CH2:49][N:50]1[CH2:55][CH2:54][O:53][CH2:52][CH2:51]1. Product: [N:50]1([CH2:49][CH2:48][O:13][C:14]2[CH:15]=[CH:16][C:17]3[CH2:24][CH:23]4[C:25](=[O:26])[CH:20]([CH2:21][CH2:22]4)[CH2:19][C:18]=3[CH:27]=2)[CH2:55][CH2:54][O:53][CH2:52][CH2:51]1. The catalyst class is: 2. (8) Reactant: C(Cl)(=O)C([Cl:4])=O.[C:7]([CH2:9][CH2:10][CH2:11][C:12]([CH3:17])([CH3:16])[C:13](O)=[O:14])#[N:8]. Product: [C:7]([CH2:9][CH2:10][CH2:11][C:12]([CH3:17])([CH3:16])[C:13]([Cl:4])=[O:14])#[N:8]. The catalyst class is: 4. (9) Reactant: C(NC(C)C)(C)C.[F:8][C:9]1[CH:14]=[CH:13][CH:12]=[CH:11][N:10]=1.[CH:15](=[O:17])[CH3:16].O. Product: [F:8][C:9]1[C:14]([CH:15]([OH:17])[CH3:16])=[CH:13][CH:12]=[CH:11][N:10]=1. The catalyst class is: 7. (10) Reactant: [Cl:1][C:2]1[C:3]([CH2:29]Cl)=[CH:4][C:5]2[N:9]=[C:8]([CH2:10][CH3:11])[N:7]([C:12]3[CH:17]=[CH:16][C:15]([CH2:18][CH2:19][O:20][Si:21]([C:24]([CH3:27])([CH3:26])[CH3:25])([CH3:23])[CH3:22])=[CH:14][CH:13]=3)[C:6]=2[CH:28]=1.[C:31]([OH:35])(=[O:34])[CH2:32][CH3:33].C([O-])(O)=O.[Na+].O. Product: [C:31]([O:35][CH2:29][C:3]1[C:2]([Cl:1])=[CH:28][C:6]2[N:7]([C:12]3[CH:17]=[CH:16][C:15]([CH2:18][CH2:19][O:20][Si:21]([C:24]([CH3:27])([CH3:26])[CH3:25])([CH3:22])[CH3:23])=[CH:14][CH:13]=3)[C:8]([CH2:10][CH3:11])=[N:9][C:5]=2[CH:4]=1)(=[O:34])[CH2:32][CH3:33]. The catalyst class is: 9.